From a dataset of Reaction yield outcomes from USPTO patents with 853,638 reactions. Predict the reaction yield, written as a fraction of the theoretical maximum amount of product (1.0 means a 100% yield; for example, 0.34 means a 34% yield). (1) The reactants are Br[C:2]1[CH:23]=[CH:22][C:5]([C:6]([NH:8][S:9]([C:12]2[CH:17]=[CH:16][CH:15]=[CH:14][C:13]=2[S:18](=[O:21])(=[O:20])[NH2:19])(=[O:11])=[O:10])=[O:7])=[C:4]([F:24])[CH:3]=1.[C:25]([CH:27]1[CH2:31][CH2:30][CH2:29][CH2:28]1)#[CH:26]. No catalyst specified. The product is [CH:27]1([C:25]#[C:26][C:2]2[CH:23]=[CH:22][C:5]([C:6]([NH:8][S:9]([C:12]3[CH:17]=[CH:16][CH:15]=[CH:14][C:13]=3[S:18](=[O:21])(=[O:20])[NH2:19])(=[O:11])=[O:10])=[O:7])=[C:4]([F:24])[CH:3]=2)[CH2:31][CH2:30][CH2:29][CH2:28]1. The yield is 0.420. (2) The reactants are [Cl:1][C:2]1[CH:3]=[C:4]([O:12][C:13]2[C:25](I)=[CH:24][C:16]([C:17]([O:19][C:20]([CH3:23])([CH3:22])[CH3:21])=[O:18])=[C:15]([F:27])[CH:14]=2)[CH:5]=[N:6][C:7]=1[O:8][CH:9]([CH3:11])[CH3:10].[O:28]1[CH2:31][C:30](=[O:32])[CH2:29]1. The catalyst is O1CCCC1. The product is [Cl:1][C:2]1[CH:3]=[C:4]([O:12][C:13]2[C:25]([C:30]3([OH:32])[CH2:31][O:28][CH2:29]3)=[CH:24][C:16]([C:17]([O:19][C:20]([CH3:23])([CH3:22])[CH3:21])=[O:18])=[C:15]([F:27])[CH:14]=2)[CH:5]=[N:6][C:7]=1[O:8][CH:9]([CH3:11])[CH3:10]. The yield is 0.580. (3) The reactants are [C:1]([C:3]1[N:8]=[C:7]([CH3:9])[CH:6]=[CH:5][N:4]=1)#[N:2].[H][H]. The catalyst is CO.[Pd]. The product is [CH3:9][C:7]1[CH:6]=[CH:5][N:4]=[C:3]([CH2:1][NH2:2])[N:8]=1. The yield is 0.910. (4) The reactants are [CH3:1][C:2]1([CH3:24])[N:6]([C:7]([O:9][C:10]([CH3:13])([CH3:12])[CH3:11])=[O:8])[C@H:5](/[CH:14]=[CH:15]/[CH:16]=[O:17])[C@@H:4]([C:18]2[CH:23]=[CH:22][CH:21]=[CH:20][CH:19]=2)[O:3]1. The catalyst is CC(C)=O.[Pd]. The product is [CH3:1][C:2]1([CH3:24])[N:6]([C:7]([O:9][C:10]([CH3:11])([CH3:12])[CH3:13])=[O:8])[C@H:5]([CH2:14][CH2:15][CH:16]=[O:17])[C@@H:4]([C:18]2[CH:23]=[CH:22][CH:21]=[CH:20][CH:19]=2)[O:3]1. The yield is 0.580. (5) The reactants are [OH:1][C:2]1[CH:10]=[CH:9][C:8]([C:11](=[O:19])[CH2:12][CH2:13][CH2:14][CH2:15][CH2:16][CH2:17][CH3:18])=[CH:7][C:3]=1[C:4]([OH:6])=[O:5].CN(C)C1C=CC=CC=1.Cl[C:30]([O:32][CH2:33][CH3:34])=[O:31]. The catalyst is C1(C)C=CC=CC=1. The product is [CH2:33]([O:32][C:30]([O:1][C:2]1[CH:10]=[CH:9][C:8]([C:11](=[O:19])[CH2:12][CH2:13][CH2:14][CH2:15][CH2:16][CH2:17][CH3:18])=[CH:7][C:3]=1[C:4]([OH:6])=[O:5])=[O:31])[CH3:34]. The yield is 0.890. (6) The reactants are [Cl:1][C:2]1[CH:7]=[CH:6][C:5]([N:8]=[C:9]=[O:10])=[CH:4][C:3]=1[C:11]([F:14])([F:13])[F:12].[NH2:15][C:16]1[CH:35]=[CH:34][C:19]([O:20][C:21]2[CH:26]=[CH:25][N:24]=[C:23]([C:27]([O:29][C:30]([CH3:33])([CH3:32])[CH3:31])=[O:28])[CH:22]=2)=[CH:18][CH:17]=1. The catalyst is ClCCl. The product is [Cl:1][C:2]1[CH:7]=[CH:6][C:5]([NH:8][C:9](=[O:10])[NH:15][C:16]2[CH:35]=[CH:34][C:19]([O:20][C:21]3[CH:26]=[CH:25][N:24]=[C:23]([C:27]([O:29][C:30]([CH3:31])([CH3:32])[CH3:33])=[O:28])[CH:22]=3)=[CH:18][CH:17]=2)=[CH:4][C:3]=1[C:11]([F:12])([F:13])[F:14]. The yield is 0.850.